This data is from Reaction yield outcomes from USPTO patents with 853,638 reactions. The task is: Predict the reaction yield, written as a fraction of the theoretical maximum amount of product (1.0 means a 100% yield; for example, 0.34 means a 34% yield). (1) The reactants are [NH:1]1[CH:5]=[CH:4][N:3]=[C:2]1[CH:6]=[O:7].C(N(CC)C(C)C)(C)C.[C:17](Cl)([C:30]1[CH:35]=[CH:34][CH:33]=[CH:32][CH:31]=1)([C:24]1[CH:29]=[CH:28][CH:27]=[CH:26][CH:25]=1)[C:18]1[CH:23]=[CH:22][CH:21]=[CH:20][CH:19]=1. The catalyst is CN(C=O)C. The product is [C:17]([N:1]1[CH:5]=[CH:4][N:3]=[C:2]1[CH:6]=[O:7])([C:18]1[CH:23]=[CH:22][CH:21]=[CH:20][CH:19]=1)([C:30]1[CH:31]=[CH:32][CH:33]=[CH:34][CH:35]=1)[C:24]1[CH:25]=[CH:26][CH:27]=[CH:28][CH:29]=1. The yield is 0.460. (2) The yield is 0.510. The catalyst is C(O)C.N1CCCCC1. The product is [Cl:1][C:2]1[CH:3]=[CH:4][C:5]([C:8]2[CH:16]=[CH:15][CH:14]=[C:13]3[C:9]=2[C:10](=[CH:33][C:28]2[NH:29][C:30]([CH3:32])=[CH:31][C:27]=2[C:25]([N:22]2[CH2:23][CH2:24][C@H:20]([N:19]([CH3:18])[CH3:35])[CH2:21]2)=[O:26])[C:11](=[O:17])[NH:12]3)=[CH:6][CH:7]=1. The reactants are [Cl:1][C:2]1[CH:7]=[CH:6][C:5]([C:8]2[CH:16]=[CH:15][CH:14]=[C:13]3[C:9]=2[CH2:10][C:11](=[O:17])[NH:12]3)=[CH:4][CH:3]=1.[CH3:18][N:19]([CH3:35])[C@H:20]1[CH2:24][CH2:23][N:22]([C:25]([C:27]2[CH:31]=[C:30]([CH3:32])[NH:29][C:28]=2[CH:33]=O)=[O:26])[CH2:21]1. (3) The reactants are [CH3:1][C:2]1[N:7]=[C:6]([C:8]2[CH:13]=[CH:12][CH:11]=[C:10]([C:14]3[CH:15]=[C:16]([S:20](Cl)(=[O:22])=[O:21])[CH:17]=[CH:18][CH:19]=3)[N:9]=2)[CH:5]=[C:4]([C:24]2[CH:29]=[CH:28][C:27]([C:30]([F:33])([F:32])[F:31])=[CH:26][CH:25]=2)[CH:3]=1.[CH3:34][NH:35][CH3:36]. The catalyst is C1COCC1.CCOC(C)=O. The product is [CH3:34][N:35]([CH3:36])[S:20]([C:16]1[CH:17]=[CH:18][CH:19]=[C:14]([C:10]2[N:9]=[C:8]([C:6]3[CH:5]=[C:4]([C:24]4[CH:25]=[CH:26][C:27]([C:30]([F:33])([F:32])[F:31])=[CH:28][CH:29]=4)[CH:3]=[C:2]([CH3:1])[N:7]=3)[CH:13]=[CH:12][CH:11]=2)[CH:15]=1)(=[O:21])=[O:22]. The yield is 0.540. (4) The reactants are [C:1]([O:5][C:6](=[O:25])[NH:7][C@H:8]([C:12]1[CH:17]=[C:16]([C:18]2[N:22]([CH3:23])[N:21]=[CH:20][C:19]=2[NH2:24])[CH:15]=[CH:14][N:13]=1)[CH2:9][CH:10]=[CH2:11])([CH3:4])([CH3:3])[CH3:2].[CH2:26]([CH:28]([CH:32]=[CH2:33])[C:29](O)=[O:30])[CH3:27].N1C=CC=CC=1.C(P1(=O)OP(CCC)(=O)OP(CCC)(=O)O1)CC. The catalyst is CCOC(C)=O. The product is [C:1]([O:5][C:6](=[O:25])[NH:7][C@H:8]([C:12]1[CH:17]=[C:16]([C:18]2[N:22]([CH3:23])[N:21]=[CH:20][C:19]=2[NH:24][C:29](=[O:30])[CH:28]([CH2:32][CH3:33])[CH:26]=[CH2:27])[CH:15]=[CH:14][N:13]=1)[CH2:9][CH:10]=[CH2:11])([CH3:2])([CH3:4])[CH3:3]. The yield is 0.860.